Dataset: Forward reaction prediction with 1.9M reactions from USPTO patents (1976-2016). Task: Predict the product of the given reaction. Given the reactants [NH2:1][CH2:2][C:3]1[CH:8]=[CH:7][C:6]([NH:9][S:10]([CH3:13])(=[O:12])=[O:11])=[C:5]([CH:14]=[CH2:15])[CH:4]=1.C(N(CC)CC)C.[C:23]([C:27]1[CH:32]=[CH:31][C:30]([CH2:33][CH2:34][C:35](O)=[O:36])=[CH:29][CH:28]=1)([CH3:26])([CH3:25])[CH3:24].C[N+]1(C2N=C(OC)N=C(OC)N=2)CCOCC1.[Cl-], predict the reaction product. The product is: [C:23]([C:27]1[CH:28]=[CH:29][C:30]([CH2:33][CH2:34][C:35]([NH:1][CH2:2][C:3]2[CH:8]=[CH:7][C:6]([NH:9][S:10]([CH3:13])(=[O:12])=[O:11])=[C:5]([CH:14]=[CH2:15])[CH:4]=2)=[O:36])=[CH:31][CH:32]=1)([CH3:26])([CH3:24])[CH3:25].